From a dataset of Reaction yield outcomes from USPTO patents with 853,638 reactions. Predict the reaction yield, written as a fraction of the theoretical maximum amount of product (1.0 means a 100% yield; for example, 0.34 means a 34% yield). (1) The reactants are [CH2:1]([O:8][C:9](=[O:33])[C:10]1[CH:15]=[C:14](Br)[C:13]([O:17][CH2:18][C:19]2[CH:24]=[CH:23][CH:22]=[CH:21][CH:20]=2)=[CH:12][C:11]=1[O:25][CH2:26][C:27]1[CH:32]=[CH:31][CH:30]=[CH:29][CH:28]=1)[C:2]1[CH:7]=[CH:6][CH:5]=[CH:4][CH:3]=1.[CH:34]([C:37]1[CH:38]=[CH:39][C:40]([O:46][CH3:47])=[C:41](B(O)O)[CH:42]=1)([CH3:36])[CH3:35].C(O)C.C([O-])(O)=O.[Na+]. The catalyst is C1(C)C=CC=CC=1.C1C=CC([P]([Pd]([P](C2C=CC=CC=2)(C2C=CC=CC=2)C2C=CC=CC=2)([P](C2C=CC=CC=2)(C2C=CC=CC=2)C2C=CC=CC=2)[P](C2C=CC=CC=2)(C2C=CC=CC=2)C2C=CC=CC=2)(C2C=CC=CC=2)C2C=CC=CC=2)=CC=1. The product is [CH2:1]([O:8][C:9]([C:10]1[CH:15]=[C:14]([C:41]2[CH:42]=[C:37]([CH:34]([CH3:36])[CH3:35])[CH:38]=[CH:39][C:40]=2[O:46][CH3:47])[C:13]([O:17][CH2:18][C:19]2[CH:24]=[CH:23][CH:22]=[CH:21][CH:20]=2)=[CH:12][C:11]=1[O:25][CH2:26][C:27]1[CH:32]=[CH:31][CH:30]=[CH:29][CH:28]=1)=[O:33])[C:2]1[CH:7]=[CH:6][CH:5]=[CH:4][CH:3]=1. The yield is 0.840. (2) The product is [C:13]([O:17][C:18]([N:20]1[CH2:25][CH2:24][N:23]([C:2]([Cl:1])=[O:5])[C@H:22]([CH2:26][CH3:27])[CH2:21]1)=[O:19])([CH3:16])([CH3:15])[CH3:14]. The reactants are [Cl:1][C:2]([O:5]C(=O)OC(Cl)(Cl)Cl)(Cl)Cl.[C:13]([O:17][C:18]([N:20]1[CH2:25][CH2:24][NH:23][C@H:22]([CH2:26][CH3:27])[CH2:21]1)=[O:19])([CH3:16])([CH3:15])[CH3:14].N1C=CC=CC=1. The yield is 0.990. The catalyst is ClCCl. (3) The reactants are CN(C(ON1N=[N:16][C:11]2[CH:12]=[CH:13][CH:14]=[CH:15]C1=2)=[N+](C)C)C.[B-](F)(F)(F)F.[Cl:23][C:24]1[CH:29]=[CH:28][C:27]([C:30]2[O:31][C:32]([C:36]([OH:38])=O)=[C:33]([CH3:35])[N:34]=2)=[CH:26][CH:25]=1.C([N:41]([CH2:44][CH3:45])[CH2:42][CH3:43])C.[OH-:46].[Na+].[ClH:48].O1CCOCC1.[CH3:55][N:56](C=O)C. The catalyst is CO.O. The product is [ClH:23].[ClH:48].[ClH:23].[Cl:23][C:24]1[CH:25]=[CH:26][C:27]([C:30]2[O:31][C:32]([C:36]([N:41]3[CH2:42][CH2:43][NH:56][CH2:55][CH:44]3[CH2:45][O:46][C:14]3[CH:15]=[N:16][CH:11]=[CH:12][CH:13]=3)=[O:38])=[C:33]([CH3:35])[N:34]=2)=[CH:28][CH:29]=1. The yield is 0.240. (4) The yield is 0.450. The catalyst is CN(C=O)C.C1C=CC(P(C2C=CC=CC=2)[C-]2C=CC=C2)=CC=1.C1C=CC(P(C2C=CC=CC=2)[C-]2C=CC=C2)=CC=1.Cl[Pd]Cl.[Fe+2]. The reactants are Br[C:2]1[N:3]=[C:4]([C:14]([O:16][CH2:17][CH3:18])=[O:15])[S:5][C:6]=1[CH2:7][CH:8]1[CH2:13][CH2:12][CH2:11][CH2:10][CH2:9]1.C([O-])([O-])=O.[K+].[K+].[C:25]([C:29]1[CH:30]=[C:31](B2OC(C)(C)C(C)(C)O2)[CH:32]=[C:33]([C:35]2([CH3:38])[CH2:37][CH2:36]2)[CH:34]=1)([CH3:28])([CH3:27])[CH3:26]. The product is [C:25]([C:29]1[CH:30]=[C:31]([C:2]2[N:3]=[C:4]([C:14]([O:16][CH2:17][CH3:18])=[O:15])[S:5][C:6]=2[CH2:7][CH:8]2[CH2:13][CH2:12][CH2:11][CH2:10][CH2:9]2)[CH:32]=[C:33]([C:35]2([CH3:38])[CH2:37][CH2:36]2)[CH:34]=1)([CH3:28])([CH3:26])[CH3:27]. (5) The reactants are I[C:2]1[CH:3]=[C:4]([O:21][C:22]([F:25])([F:24])[F:23])[CH:5]=[C:6]2[C:11]=1[O:10][CH:9]([C:12]([F:15])([F:14])[F:13])C(C(OCC)=O)=[CH:7]2.CB1OB(C)OB(C)O1.[C:35]([O-])([O-])=O.[Cs+].[Cs+].[CH3:41][CH2:42][O:43][C:44]([CH3:46])=[O:45]. The catalyst is O1CCOCC1.C1C=CC(P(C2C=CC=CC=2)[C-]2C=CC=C2)=CC=1.C1C=CC(P(C2C=CC=CC=2)[C-]2C=CC=C2)=CC=1.Cl[Pd]Cl.[Fe+2].C(Cl)Cl. The product is [CH3:7][C:6]1[CH:5]=[C:4]([O:21][C:22]([F:23])([F:24])[F:25])[CH:3]=[C:2]2[C:11]=1[O:10][CH:9]([C:12]([F:13])([F:14])[F:15])[C:46]([C:44]([O:43][CH2:42][CH3:41])=[O:45])=[CH:35]2. The yield is 0.830. (6) The reactants are [C:1]([C:3]1[CH:8]=[CH:7][CH:6]=[CH:5][C:4]=1[C:9]1[CH:14]=[CH:13][C:12]([CH2:15][C:16]2[C:17](=[O:42])[N:18]([C@H:28]3[CH2:33][CH2:32][C@H:31]([O:34][CH2:35][C:36](N(OC)C)=[O:37])[CH2:30][CH2:29]3)[C:19]3[N:20]([N:25]=[CH:26][N:27]=3)[C:21]=2[CH2:22][CH2:23][CH3:24])=[CH:11][CH:10]=1)#[N:2].[O:43]1[CH2:48][CH2:47][CH2:46][O:45][CH:44]1[CH2:49][CH2:50][Mg]Br.Cl. The catalyst is O1CCCC1. The product is [O:43]1[CH2:48][CH2:47][CH2:46][O:45][CH:44]1[CH2:49][CH2:50][CH:36]([OH:37])[CH2:35][O:34][C@H:31]1[CH2:32][CH2:33][C@H:28]([N:18]2[C:17](=[O:42])[C:16]([CH2:15][C:12]3[CH:13]=[CH:14][C:9]([C:4]4[C:3]([C:1]#[N:2])=[CH:8][CH:7]=[CH:6][CH:5]=4)=[CH:10][CH:11]=3)=[C:21]([CH2:22][CH2:23][CH3:24])[N:20]3[N:25]=[CH:26][N:27]=[C:19]23)[CH2:29][CH2:30]1. The yield is 0.440. (7) The reactants are Cl[C:2]1[CH:7]=[C:6]([O:8][CH3:9])[CH:5]=[CH:4][N:3]=1.[C:10](=[N:23][NH2:24])([C:17]1[CH:22]=[CH:21][CH:20]=[CH:19][CH:18]=1)[C:11]1[CH:16]=[CH:15][CH:14]=[CH:13][CH:12]=1. No catalyst specified. The product is [C:11]1([C:10]([C:17]2[CH:22]=[CH:21][CH:20]=[CH:19][CH:18]=2)=[N:23][NH:24][C:2]2[CH:7]=[C:6]([O:8][CH3:9])[CH:5]=[CH:4][N:3]=2)[CH:12]=[CH:13][CH:14]=[CH:15][CH:16]=1. The yield is 0.730. (8) The reactants are C(N(CC)CC)C.[CH3:8][C:9]1([CH3:24])[CH2:18][CH2:17][C:16]([CH3:20])([CH3:19])[C:15]2[CH:14]=[C:13]([C:21](Cl)=[O:22])[CH:12]=[CH:11][C:10]1=2.[CH:25]1([NH:29][C:30](=[O:39])[C:31]2[CH:36]=[CH:35][C:34]([CH2:37][OH:38])=[CH:33][CH:32]=2)[CH2:28][CH2:27][CH2:26]1.O. The catalyst is ClCCl. The product is [CH3:8][C:9]1([CH3:24])[CH2:18][CH2:17][C:16]([CH3:20])([CH3:19])[C:15]2[CH:14]=[C:13]([C:21]([O:38][CH2:37][C:34]3[CH:33]=[CH:32][C:31]([C:30]([NH:29][CH:25]4[CH2:28][CH2:27][CH2:26]4)=[O:39])=[CH:36][CH:35]=3)=[O:22])[CH:12]=[CH:11][C:10]1=2. The yield is 0.620. (9) The reactants are CN(C(ON1N=NC2C=CC=NC1=2)=[N+](C)C)C.F[P-](F)(F)(F)(F)F.[NH2:25][C:26]1[C:27]([C:36]([OH:38])=O)=[CH:28][C:29]2[C:34]([CH:35]=1)=[CH:33][CH:32]=[CH:31][CH:30]=2.[NH2:39][CH:40]([CH:45]1[CH2:54][CH2:53][C:48]2([O:52][CH2:51][CH2:50][O:49]2)[CH2:47][CH2:46]1)[C:41]([O:43][CH3:44])=[O:42].C(N(CC)C(C)C)(C)C.C([O-])(O)=O.[Na+]. The catalyst is CN(C=O)C.C(OCC)(=O)C. The product is [NH2:25][C:26]1[C:27]([C:36]([NH:39][CH:40]([CH:45]2[CH2:46][CH2:47][C:48]3([O:49][CH2:50][CH2:51][O:52]3)[CH2:53][CH2:54]2)[C:41]([O:43][CH3:44])=[O:42])=[O:38])=[CH:28][C:29]2[C:34]([CH:35]=1)=[CH:33][CH:32]=[CH:31][CH:30]=2. The yield is 0.340.